Dataset: Forward reaction prediction with 1.9M reactions from USPTO patents (1976-2016). Task: Predict the product of the given reaction. (1) Given the reactants [C:1]([O:5][C:6](=[O:9])[CH:7]=[CH2:8])([CH3:4])([CH3:3])[CH3:2].[Na+:10].[CH:11]([S:13]([O-:16])(=[O:15])=[O:14])=[CH2:12].[C:17]([NH2:21])(=[O:20])[CH:18]=[CH2:19].S([O-])(OCCCCCCCCCCCC)(=O)=O.[Na+].S(OOS([O-])(=O)=O)([O-])(=O)=O.[Na+].[Na+].C(=O)(O)[O-].[Na+].S(=O)(=O)(O)[O-].[Na+], predict the reaction product. The product is: [C:1]([O:5][C:6](=[O:9])[CH:7]=[CH2:8])([CH3:4])([CH3:3])[CH3:2].[C:17]([NH2:21])(=[O:20])[CH:18]=[CH2:19].[CH:11]([S:13]([O-:16])(=[O:15])=[O:14])=[CH2:12].[Na+:10]. (2) Given the reactants [F:1][C:2]1[CH:7]=[CH:6][C:5]([C:8]2[CH:13]=[C:12]([OH:14])[CH:11]=[C:10]([CH3:15])[N:9]=2)=[CH:4][CH:3]=1.Br[CH2:17][CH2:18][CH2:19][CH2:20][Cl:21], predict the reaction product. The product is: [Cl:21][CH2:20][CH2:19][CH2:18][CH2:17][O:14][C:12]1[CH:11]=[C:10]([CH3:15])[N:9]=[C:8]([C:5]2[CH:4]=[CH:3][C:2]([F:1])=[CH:7][CH:6]=2)[CH:13]=1. (3) Given the reactants [CH3:1][CH:2]([CH2:4][CH2:5][CH2:6][C@@H:7]([C@@H:9]1[C@:26]2(C)[C@H:12]([C:13]3[C@H:23](C[CH2:25]2)[C@:21]2(C)[CH:16]([CH2:17][C:18](=[O:28])[CH2:19][CH2:20]2)C(=O)C=3)[CH2:11][CH2:10]1)[CH3:8])[CH3:3].OO.[OH-:32].[Na+].[Cl-].[NH4+].S([O-])([O-])(=[O:38])=S.[Na+].[Na+].[CH2:43]1[CH2:47][O:46][CH2:45][CH2:44]1, predict the reaction product. The product is: [O:32]1[C@H:17]2[C:18](=[O:28])[CH2:19][C@H:43]3[C@:21]([CH3:20])([C@@H:16]12)[C:23]1[CH2:13][CH2:12][C@@:26]2([CH3:25])[C@@H:44]([CH2:11][CH2:10][C@@H:9]2[C@H:7]([CH3:8])[CH2:6][CH2:5][CH2:4][CH:2]([CH3:3])[CH3:1])[C:45]=1[O:46][C:47]3=[O:38]. (4) Given the reactants [CH3:1][O:2][C:3]1[CH:25]=[CH:24][C:23]([C:26]2[CH:31]=[CH:30][N:29]=[C:28]([CH3:32])[CH:27]=2)=[CH:22][C:4]=1[CH2:5][NH:6][CH:7]1[CH2:12][CH2:11][CH:10]([N:13]([CH3:21])C(=O)OC(C)(C)C)[CH2:9][CH2:8]1.[Cl:33][C:34]1[C:35]2[CH:45]=[CH:44][CH:43]=[CH:42][C:36]=2[S:37][C:38]=1[C:39](Cl)=[O:40], predict the reaction product. The product is: [ClH:33].[ClH:33].[CH3:1][O:2][C:3]1[CH:25]=[CH:24][C:23]([C:26]2[CH:31]=[CH:30][N:29]=[C:28]([CH3:32])[CH:27]=2)=[CH:22][C:4]=1[CH2:5][N:6]([CH:7]1[CH2:12][CH2:11][CH:10]([NH:13][CH3:21])[CH2:9][CH2:8]1)[C:39]([C:38]1[S:37][C:36]2[CH:42]=[CH:43][CH:44]=[CH:45][C:35]=2[C:34]=1[Cl:33])=[O:40]. (5) Given the reactants Br[C:2]1[CH:7]=[CH:6][C:5]([C@@H:8]([N:10]2[CH2:15][CH2:14][C@:13]([CH2:22][C:23]([OH:26])([CH3:25])[CH3:24])([C:16]3[CH:21]=[CH:20][CH:19]=[CH:18][CH:17]=3)[O:12][C:11]2=[O:27])[CH3:9])=[CH:4][CH:3]=1.Br[C:29]1[CH:34]=[C:33]([CH3:35])[N:32]=[C:31]([CH3:36])[CH:30]=1, predict the reaction product. The product is: [CH3:36][C:31]1[CH:30]=[C:29]([C:2]2[CH:7]=[CH:6][C:5]([C@@H:8]([N:10]3[CH2:15][CH2:14][C@:13]([CH2:22][C:23]([OH:26])([CH3:25])[CH3:24])([C:16]4[CH:17]=[CH:18][CH:19]=[CH:20][CH:21]=4)[O:12][C:11]3=[O:27])[CH3:9])=[CH:4][CH:3]=2)[CH:34]=[C:33]([CH3:35])[N:32]=1. (6) Given the reactants [CH2:1]([O:3][CH2:4][CH2:5][N:6]([CH3:14])[C:7](=O)[O:8]C(C)(C)C)[CH3:2].FC(F)(F)C(O)=O.[Cl:22][CH2:23]Cl, predict the reaction product. The product is: [Cl:22][CH2:23][C:7]([N:6]([CH2:5][CH2:4][O:3][CH2:1][CH3:2])[CH3:14])=[O:8]. (7) Given the reactants Br[C:2]1[CH:3]=[C:4]2[C:8](=[C:9]([C:11]#[N:12])[CH:10]=1)[NH:7][N:6]=[C:5]2[CH:13]1[CH2:18][CH2:17][N:16]([S:19]([CH2:22][CH3:23])(=[O:21])=[O:20])[CH2:15][CH2:14]1.[F:24][C:25]1[CH:26]=[C:27](B(O)O)[CH:28]=[CH:29][C:30]=1[F:31].C(=O)([O-])[O-:36].[K+].[K+], predict the reaction product. The product is: [F:24][C:25]1[CH:26]=[C:27]([C:2]2[CH:3]=[C:4]3[C:8](=[C:9]([C:11]([NH2:12])=[O:36])[CH:10]=2)[NH:7][N:6]=[C:5]3[CH:13]2[CH2:14][CH2:15][N:16]([S:19]([CH2:22][CH3:23])(=[O:20])=[O:21])[CH2:17][CH2:18]2)[CH:28]=[CH:29][C:30]=1[F:31]. (8) The product is: [C:13]1([CH:12]2[CH2:11][CH2:10][N:9]([C:19]([O:21][C:22]([CH3:24])([CH3:25])[CH3:23])=[O:20])[CH2:8][CH:7]2[O:6][CH2:5][C:4]2[CH:26]=[CH:27][CH:28]=[CH:29][C:3]=2[CH2:2][NH:1][C:37]([C:38]2[CH:39]=[N:40][CH:41]=[CH:42][CH:43]=2)=[O:44])[CH:18]=[CH:17][CH:16]=[CH:15][CH:14]=1. Given the reactants [NH2:1][CH2:2][C:3]1[CH:29]=[CH:28][CH:27]=[CH:26][C:4]=1[CH2:5][O:6][CH:7]1[CH:12]([C:13]2[CH:18]=[CH:17][CH:16]=[CH:15][CH:14]=2)[CH2:11][CH2:10][N:9]([C:19]([O:21][C:22]([CH3:25])([CH3:24])[CH3:23])=[O:20])[CH2:8]1.C(N(CC)CC)C.[C:37](O)(=[O:44])[C:38]1[CH:43]=[CH:42][CH:41]=[N:40][CH:39]=1.C(Cl)CCl, predict the reaction product. (9) The product is: [Cl:26][C:22]1[CH:21]=[C:20]([CH:25]=[CH:24][CH:23]=1)[C:19]([NH:18][C:17]1[C:12]([N:9]2[CH2:10][CH2:11][CH:6]([CH2:5][C:4]([OH:32])=[O:3])[CH2:7][CH2:8]2)=[N:13][C:14]([S:28]([CH3:31])(=[O:29])=[O:30])=[CH:15][CH:16]=1)=[O:27]. Given the reactants C([O:3][C:4](=[O:32])[CH2:5][CH:6]1[CH2:11][CH2:10][N:9]([C:12]2[C:17]([NH:18][C:19](=[O:27])[C:20]3[CH:25]=[CH:24][CH:23]=[C:22]([Cl:26])[CH:21]=3)=[CH:16][CH:15]=[C:14]([S:28]([CH3:31])(=[O:30])=[O:29])[N:13]=2)[CH2:8][CH2:7]1)C.O1CCCC1.CO.[OH-].[Li+], predict the reaction product.